From a dataset of Forward reaction prediction with 1.9M reactions from USPTO patents (1976-2016). Predict the product of the given reaction. Given the reactants Cl[C:2]1[S:6][N:5]=[C:4]([S:7][CH3:8])[N:3]=1.C[Sn](C)(C)[C:11]1[CH:16]=[CH:15][CH:14]=[CH:13][CH:12]=1.[F-].[K+], predict the reaction product. The product is: [CH3:8][S:7][C:4]1[N:3]=[C:2]([C:11]2[CH:16]=[CH:15][CH:14]=[CH:13][CH:12]=2)[S:6][N:5]=1.